This data is from Forward reaction prediction with 1.9M reactions from USPTO patents (1976-2016). The task is: Predict the product of the given reaction. (1) Given the reactants C(N(CC)CC)C.[CH3:8][NH:9][CH2:10][CH2:11][C:12]1[CH:17]=[CH:16][CH:15]=[CH:14][CH:13]=1.Cl[S:19]([C:22]1[CH:31]=[CH:30][C:29]2[NH:28][C:27](=[O:32])[C:26]3[NH:33][CH:34]=[C:35]([C:36]([OH:38])=[O:37])[C:25]=3[C:24]=2[CH:23]=1)(=[O:21])=[O:20].S(Cl)(Cl)=O, predict the reaction product. The product is: [CH3:8][N:9]([CH2:10][CH2:11][C:12]1[CH:17]=[CH:16][CH:15]=[CH:14][CH:13]=1)[S:19]([C:22]1[CH:31]=[CH:30][C:29]2[NH:28][C:27](=[O:32])[C:26]3[NH:33][CH:34]=[CH:35][C:25]=3[C:24]=2[CH:23]=1)(=[O:20])=[O:21].[CH2:35]([C:36]([O-:38])=[O:37])[CH3:34]. (2) Given the reactants [C:1]([O:5][C:6](=[O:15])[NH:7][C@H:8]([C:12](=[O:14])[NH2:13])[CH2:9][C:10]#[CH:11])([CH3:4])([CH3:3])[CH3:2].[CH3:16][S:17](O)(=[O:19])=[O:18].CCN=C=NCCCN(C)C, predict the reaction product. The product is: [CH3:16][S:17]([NH:13][C:12](=[O:14])[C@@H:8]([NH:7][C:6](=[O:15])[O:5][C:1]([CH3:4])([CH3:2])[CH3:3])[CH2:9][C:10]#[CH:11])(=[O:19])=[O:18]. (3) Given the reactants F[C:2]1[C:7]([F:8])=[CH:6][N:5]=[C:4]2[NH:9][CH:10]=[C:11]([NH:12][C:13](=[O:18])[C@H:14]([O:16][CH3:17])[CH3:15])[C:3]=12.[NH:19]1[CH2:24][CH2:23][CH2:22][C@@H:21]([NH:25]C(=O)OC(C)(C)C)[CH2:20]1.CCN(C(C)C)C(C)C.C(O)(C(F)(F)F)=O.C(Cl)[Cl:50], predict the reaction product. The product is: [ClH:50].[NH2:25][C@@H:21]1[CH2:22][CH2:23][CH2:24][N:19]([C:2]2[C:7]([F:8])=[CH:6][N:5]=[C:4]3[NH:9][CH:10]=[C:11]([NH:12][C:13](=[O:18])[C@H:14]([O:16][CH3:17])[CH3:15])[C:3]=23)[CH2:20]1. (4) Given the reactants C([Si](C1C=CC=CC=1)(C1C=CC=CC=1)[O:6][CH2:7][C:8]([C:11]1[CH:15]=[C:14]([NH:16][C:17](=[O:32])[C:18]([CH3:31])([S:20]([CH2:23][CH:24]2[CH2:29][CH2:28][C:27](=[O:30])[CH2:26][CH2:25]2)(=[O:22])=[O:21])[CH3:19])[O:13][N:12]=1)([CH3:10])[CH3:9])(C)(C)C.[F-].C([N+](CCCC)(CCCC)CCCC)CCC, predict the reaction product. The product is: [OH:6][CH2:7][C:8]([C:11]1[CH:15]=[C:14]([NH:16][C:17](=[O:32])[C:18]([CH3:31])([S:20]([CH2:23][CH:24]2[CH2:25][CH2:26][C:27](=[O:30])[CH2:28][CH2:29]2)(=[O:22])=[O:21])[CH3:19])[O:13][N:12]=1)([CH3:10])[CH3:9]. (5) Given the reactants [CH3:1][C:2]([CH3:23])([CH2:7][C:8]([NH:10][CH2:11][C:12]([C:14]1[CH:19]=[CH:18][C:17]([N+:20]([O-:22])=[O:21])=[CH:16][CH:15]=1)=[O:13])=O)[C:3]([O:5][CH3:6])=[O:4], predict the reaction product. The product is: [CH3:1][C:2]([CH3:23])([CH2:7][C:8]1[O:13][C:12]([C:14]2[CH:19]=[CH:18][C:17]([N+:20]([O-:22])=[O:21])=[CH:16][CH:15]=2)=[CH:11][N:10]=1)[C:3]([O:5][CH3:6])=[O:4]. (6) Given the reactants [CH3:1][O:2][C:3]1[CH:13]=[C:12]2[C:6]([C:7]([CH2:9][C@@H:10]([C:14]3[CH:19]=[CH:18][C:17]([OH:20])=[C:16]([OH:21])[CH:15]=3)[O:11]2)=O)=[C:5]([OH:22])[CH:4]=1.O1C2C(=CC=CC=2)CCC1C1C=CC=CC=1, predict the reaction product. The product is: [OH:21][C:16]1[CH:15]=[C:14]([CH:19]=[CH:18][C:17]=1[OH:20])[CH:10]1[CH2:9][CH2:7][C:6]2[C:12](=[CH:13][C:3]([O:2][CH3:1])=[CH:4][C:5]=2[OH:22])[O:11]1. (7) Given the reactants COC(=O)C=CC1C2N(C3C=CC=CC=3)C=NC=2C=C(C(F)(F)F)C=1.CN1[CH2:32][CH2:31][N:30]([C:33](=[O:55])[CH:34]=[CH:35][C:36]2[C:44]3[N:43]([C:45]4[CH:50]=[CH:49][CH:48]=[CH:47][CH:46]=4)[CH:42]=[N:41][C:40]=3[CH:39]=[C:38]([C:51]([F:54])([F:53])[F:52])[CH:37]=2)[CH2:29][CH2:28]1, predict the reaction product. The product is: [N:30]1([C:33](=[O:55])[CH:34]=[CH:35][C:36]2[C:44]3[N:43]([C:45]4[CH:50]=[CH:49][CH:48]=[CH:47][CH:46]=4)[CH:42]=[N:41][C:40]=3[CH:39]=[C:38]([C:51]([F:52])([F:54])[F:53])[CH:37]=2)[CH2:29][CH:28]=[CH:32][CH2:31]1. (8) Given the reactants [Cl:1]N1C(=O)CCC1=O.[CH:9]([Si:12]([CH:25]([CH3:27])[CH3:26])([CH:22]([CH3:24])[CH3:23])[O:13][C:14]([C:16]1[N:21]=[CH:20][CH:19]=[CH:18][N:17]=1)=[CH2:15])([CH3:11])[CH3:10].CCOCC, predict the reaction product. The product is: [Cl:1][CH:15]=[C:14]([C:16]1[N:17]=[CH:18][CH:19]=[CH:20][N:21]=1)[O:13][Si:12]([CH:9]([CH3:10])[CH3:11])([CH:22]([CH3:24])[CH3:23])[CH:25]([CH3:27])[CH3:26].